Dataset: Catalyst prediction with 721,799 reactions and 888 catalyst types from USPTO. Task: Predict which catalyst facilitates the given reaction. Reactant: Cl.[CH3:2][S:3]([NH:6][C:7]1[CH:15]=[C:14]2[C:10]([CH:11]=[C:12]([C:16]([OH:18])=O)[NH:13]2)=[CH:9][CH:8]=1)(=[O:5])=[O:4].[NH2:19][C:20]1[CH:21]=[C:22]([C:26]([C:29]2[CH:34]=[CH:33][CH:32]=[CH:31][CH:30]=2)([OH:28])[CH3:27])[CH:23]=[CH:24][CH:25]=1.CN(C(ON1N=NC2C=CC=NC1=2)=[N+](C)C)C.F[P-](F)(F)(F)(F)F.CCN(C(C)C)C(C)C. Product: [OH:28][C:26]([C:22]1[CH:21]=[C:20]([NH:19][C:16]([C:12]2[NH:13][C:14]3[C:10]([CH:11]=2)=[CH:9][CH:8]=[C:7]([NH:6][S:3]([CH3:2])(=[O:4])=[O:5])[CH:15]=3)=[O:18])[CH:25]=[CH:24][CH:23]=1)([C:29]1[CH:30]=[CH:31][CH:32]=[CH:33][CH:34]=1)[CH3:27]. The catalyst class is: 3.